This data is from Full USPTO retrosynthesis dataset with 1.9M reactions from patents (1976-2016). The task is: Predict the reactants needed to synthesize the given product. (1) Given the product [CH2:41]([C:42]1([CH2:43][CH3:21])[CH2:7][CH2:6][CH:5]([C:8]2[CH:13]=[CH:12][CH:11]=[CH:10][C:9]=2[N:14]2[CH2:15][CH2:16][N:17]([C:28](=[O:32])[CH2:29][CH2:30][CH3:31])[CH2:18][CH2:19]2)[CH2:4][CH2:3]1)[CH3:40], predict the reactants needed to synthesize it. The reactants are: CC1(C)[CH2:7][CH2:6][CH:5]([C:8]2[CH:13]=[CH:12][CH:11]=[CH:10][C:9]=2[N:14]2[CH2:19][CH2:18][NH:17][CH2:16][CH2:15]2)[CH2:4][CH2:3]1.[CH2:21](N(CC)CC)C.[C:28](Cl)(=[O:32])[CH2:29][CH2:30][CH3:31].C(=O)([O-])O.[Na+].O1[CH2:43][CH2:42][CH2:41][CH2:40]1. (2) The reactants are: [C:1]1([CH3:11])[CH:6]=[CH:5][C:4]([CH2:7][C:8]([OH:10])=O)=[CH:3][CH:2]=1.[NH2:12][C:13]1[S:14][C:15]([CH3:18])=[CH:16][N:17]=1.Cl.CN(C)CCCN=C=NCC.ON1C2C=CC=CC=2N=N1.C(N(CC)C(C)C)(C)C. Given the product [CH3:18][C:15]1[S:14][C:13]([NH:12][C:8](=[O:10])[CH2:7][C:4]2[CH:3]=[CH:2][C:1]([CH3:11])=[CH:6][CH:5]=2)=[N:17][CH:16]=1, predict the reactants needed to synthesize it.